Dataset: Catalyst prediction with 721,799 reactions and 888 catalyst types from USPTO. Task: Predict which catalyst facilitates the given reaction. Reactant: [Br:1][C:2]1[C:10]2[C:9](Cl)=[N:8][CH:7]=[N:6][C:5]=2[S:4][C:3]=1[C:12]1[CH:17]=[CH:16][CH:15]=[C:14]([F:18])[CH:13]=1.[OH:19][C@H:20]([CH2:26][C:27]1[CH:32]=[CH:31][CH:30]=[CH:29][C:28]=1[O:33][CH2:34][C:35]1[CH:40]=[CH:39][C:38]([O:41][CH3:42])=[CH:37][CH:36]=1)[C:21]([O:23][CH2:24][CH3:25])=[O:22].C([O-])([O-])=O.[Cs+].[Cs+].C(O)(C)(C)C. Product: [Br:1][C:2]1[C:10]2[C:9]([O:19][C@H:20]([CH2:26][C:27]3[CH:32]=[CH:31][CH:30]=[CH:29][C:28]=3[O:33][CH2:34][C:35]3[CH:36]=[CH:37][C:38]([O:41][CH3:42])=[CH:39][CH:40]=3)[C:21]([O:23][CH2:24][CH3:25])=[O:22])=[N:8][CH:7]=[N:6][C:5]=2[S:4][C:3]=1[C:12]1[CH:17]=[CH:16][CH:15]=[C:14]([F:18])[CH:13]=1. The catalyst class is: 6.